Predict the reaction yield, written as a fraction of the theoretical maximum amount of product (1.0 means a 100% yield; for example, 0.34 means a 34% yield). From a dataset of Reaction yield outcomes from USPTO patents with 853,638 reactions. (1) The reactants are [F:1][CH:2]([F:28])[CH2:3][N:4]1[CH2:9][C:8]2([CH2:14][CH2:13][N:12]([C:15]([O:17][C:18]([CH3:21])([CH3:20])[CH3:19])=[O:16])[CH2:11][CH2:10]2)[O:7][CH:6]([C:22](=[O:27])[NH:23][CH2:24][CH:25]=O)[CH2:5]1. The catalyst is C1COCC1. The product is [F:28][CH:2]([F:1])[CH2:3][N:4]1[CH2:9][C:8]2([CH2:10][CH2:11][N:12]([C:15]([O:17][C:18]([CH3:19])([CH3:21])[CH3:20])=[O:16])[CH2:13][CH2:14]2)[O:7][CH:6]([C:22]2[O:27][CH:25]=[CH:24][N:23]=2)[CH2:5]1. The yield is 0.380. (2) The reactants are CC[OH:3].[Br:4][C:5]1[CH:6]=[C:7]([N+:13]([O-])=O)[C:8]([C:11]#[N:12])=[N:9][CH:10]=1.C(OCC)(=O)C. The catalyst is [Ni].CCCCCC. The product is [NH2:13][C:7]1[C:8]([C:11]([NH2:12])=[O:3])=[N:9][CH:10]=[C:5]([Br:4])[CH:6]=1. The yield is 0.230.